From a dataset of hERG Central: cardiac toxicity at 1µM, 10µM, and general inhibition. Predict hERG channel inhibition at various concentrations. (1) The drug is COCCNC(C(=O)Nc1ccc([N+](=O)[O-])cc1Br)c1ccccc1. Results: hERG_inhib (hERG inhibition (general)): blocker. (2) The molecule is COc1ccc(N(CC(=O)NCc2ccc(Cl)cc2)S(=O)(=O)c2c(C)n[nH]c2C)cc1. Results: hERG_inhib (hERG inhibition (general)): blocker. (3) The drug is CCc1ccc(OCc2nnc(SCC(=O)Nc3cccc(C(=O)N4CCOCC4)c3)o2)cc1. Results: hERG_inhib (hERG inhibition (general)): blocker. (4) Results: hERG_inhib (hERG inhibition (general)): blocker. The compound is Cc1ccccc1NC(=O)CN(C)S(=O)(=O)c1ccc(-c2ccc(=O)[nH]n2)s1. (5) The molecule is CCC[N+](CC#Cc1ccccc1)(CCC)CC(=O)c1ccc(Cl)cc1. Results: hERG_inhib (hERG inhibition (general)): blocker.